Dataset: Full USPTO retrosynthesis dataset with 1.9M reactions from patents (1976-2016). Task: Predict the reactants needed to synthesize the given product. (1) Given the product [OH:32][C@H:29]([CH2:30][OH:31])[CH2:28][NH:27][C:22]([C:21]1[CH:20]=[N:19][N:16]2[CH:17]=[CH:18][C:13]([N:9]3[CH2:10][CH2:11][CH2:12][C@@H:8]3[C:6]3[CH:7]=[C:2]([F:1])[CH:3]=[CH:4][C:5]=3[O:25][CH3:26])=[N:14][C:15]=12)=[O:24], predict the reactants needed to synthesize it. The reactants are: [F:1][C:2]1[CH:3]=[CH:4][C:5]([O:25][CH3:26])=[C:6]([C@H:8]2[CH2:12][CH2:11][CH2:10][N:9]2[C:13]2[CH:18]=[CH:17][N:16]3[N:19]=[CH:20][C:21]([C:22]([OH:24])=O)=[C:15]3[N:14]=2)[CH:7]=1.[NH2:27][CH2:28][C@H:29]([OH:32])[CH2:30][OH:31]. (2) Given the product [CH2:17]([O:16][C:15]1[C:6]([CH2:5][CH:4]([C:25]2[O:29][C:28]([CH2:30][N:31]([CH3:32])[CH3:33])=[CH:27][CH:26]=2)[NH2:1])=[CH:7][C:8]([Cl:24])=[C:9]2[C:14]=1[N:13]=[CH:12][CH:11]=[CH:10]2)[C:18]1[CH:23]=[CH:22][CH:21]=[CH:20][CH:19]=1, predict the reactants needed to synthesize it. The reactants are: [N:1]([CH:4]([C:25]1[O:29][C:28]([CH2:30][N:31]([CH3:33])[CH3:32])=[CH:27][CH:26]=1)[CH2:5][C:6]1[C:15]([O:16][CH2:17][C:18]2[CH:23]=[CH:22][CH:21]=[CH:20][CH:19]=2)=[C:14]2[C:9]([CH:10]=[CH:11][CH:12]=[N:13]2)=[C:8]([Cl:24])[CH:7]=1)=[N+]=[N-].C1(P(C2C=CC=CC=2)C2C=CC=CC=2)C=CC=CC=1. (3) Given the product [Cl:2][C:3]1[C:4]([F:29])=[C:5]([CH:26]=[CH:27][CH:28]=1)[NH:6][C:7]1[C:16]2[C:11](=[CH:12][C:13]([O:24][CH3:25])=[C:14]([O:17][CH2:18][C@@H:19]3[CH2:23][CH2:22][CH2:21][N:20]3[C:34](=[O:33])[CH2:35][OH:36])[CH:15]=2)[N:10]=[CH:9][N:8]=1, predict the reactants needed to synthesize it. The reactants are: Cl.[Cl:2][C:3]1[C:4]([F:29])=[C:5]([CH:26]=[CH:27][CH:28]=1)[NH:6][C:7]1[C:16]2[C:11](=[CH:12][C:13]([O:24][CH3:25])=[C:14]([O:17][CH2:18][C@@H:19]3[CH2:23][CH2:22][CH2:21][NH:20]3)[CH:15]=2)[N:10]=[CH:9][N:8]=1.C([O:33][CH2:34][C:35](Cl)=[O:36])(=O)C. (4) Given the product [CH3:22][N:23]([CH3:29])[CH:24]1[CH2:28][CH2:27][N:26]([C:8](=[O:9])[C:7]2[CH:11]=[CH:12][C:4]([N+:1]([O-:3])=[O:2])=[CH:5][CH:6]=2)[CH2:25]1, predict the reactants needed to synthesize it. The reactants are: [N+:1]([C:4]1[CH:12]=[CH:11][C:7]([C:8](Cl)=[O:9])=[CH:6][CH:5]=1)([O-:3])=[O:2].C(N(C(C)C)CC)(C)C.[CH3:22][N:23]([CH3:29])[CH:24]1[CH2:28][CH2:27][NH:26][CH2:25]1. (5) Given the product [Cl:1][C:2]1[CH:3]=[C:4]([C:8]2[N:13]=[C:12]([NH:14][C:15]3[N:20]=[CH:19][C:18]([CH2:21][C:22]([OH:24])=[O:23])=[CH:17][CH:16]=3)[CH:11]=[C:10]([CH:27]3[CH2:29][CH2:28]3)[N:9]=2)[CH:5]=[CH:6][CH:7]=1, predict the reactants needed to synthesize it. The reactants are: [Cl:1][C:2]1[CH:3]=[C:4]([C:8]2[N:13]=[C:12]([NH:14][C:15]3[N:20]=[CH:19][C:18]([CH2:21][C:22]([O:24]CC)=[O:23])=[CH:17][CH:16]=3)[CH:11]=[C:10]([CH:27]3[CH2:29][CH2:28]3)[N:9]=2)[CH:5]=[CH:6][CH:7]=1.O1CCOCC1.O.[OH-].[Li+].Cl. (6) Given the product [ClH:39].[OH:1][C:2]1[CH:7]=[CH:6][C:5]([CH2:8][CH2:9][N:17]2[CH2:22][CH2:21][CH:20]([CH2:23][NH:24][C:25]([C:27]3[C:35]4[C:30](=[CH:31][CH:32]=[CH:33][CH:34]=4)[N:29]([CH:36]([CH3:38])[CH3:37])[N:28]=3)=[O:26])[CH2:19][CH2:18]2)=[CH:4][CH:3]=1, predict the reactants needed to synthesize it. The reactants are: [OH:1][C:2]1[CH:7]=[CH:6][C:5]([CH2:8][CH2:9]Br)=[CH:4][CH:3]=1.C(=O)([O-])[O-].[K+].[K+].[NH:17]1[CH2:22][CH2:21][CH:20]([CH2:23][NH:24][C:25]([C:27]2[C:35]3[C:30](=[CH:31][CH:32]=[CH:33][CH:34]=3)[N:29]([CH:36]([CH3:38])[CH3:37])[N:28]=2)=[O:26])[CH2:19][CH2:18]1.[ClH:39].